This data is from TCR-epitope binding with 47,182 pairs between 192 epitopes and 23,139 TCRs. The task is: Binary Classification. Given a T-cell receptor sequence (or CDR3 region) and an epitope sequence, predict whether binding occurs between them. (1) The epitope is VVYRGTTTY. The TCR CDR3 sequence is CASSPREVLRGYTF. Result: 1 (the TCR binds to the epitope). (2) The TCR CDR3 sequence is CASSQVAGGSYEQYF. Result: 1 (the TCR binds to the epitope). The epitope is LEPLVDLPI.